Dataset: Full USPTO retrosynthesis dataset with 1.9M reactions from patents (1976-2016). Task: Predict the reactants needed to synthesize the given product. (1) Given the product [CH2:1]([O:5][CH:6]([OH:13])[CH2:7][CH2:8][CH3:9])[CH:2]1[O:4][CH2:3]1, predict the reactants needed to synthesize it. The reactants are: [CH2:1]([O:5][CH2:6][CH2:7][CH2:8][CH2:9]OC=C)[CH:2]1[O:4][CH2:3]1.[OH2:13]. (2) Given the product [CH2:9]([S:10][C:12]1[CH:17]=[CH:16][CH:15]=[C:14]([C:18]([F:21])([F:20])[F:19])[N:13]=1)[C:6]1[CH:7]=[CH:8][CH:3]=[CH:4][CH:5]=1, predict the reactants needed to synthesize it. The reactants are: [H-].[Na+].[CH:3]1[CH:8]=[CH:7][C:6]([CH2:9][SH:10])=[CH:5][CH:4]=1.F[C:12]1[CH:17]=[CH:16][CH:15]=[C:14]([C:18]([F:21])([F:20])[F:19])[N:13]=1.CO. (3) The reactants are: Br[C:2]1[CH:3]=[C:4]2[C@:15]3([CH2:19][O:18][C:17]([NH2:20])=[N:16]3)[C:14]3[C:9](=[CH:10][CH:11]=[C:12]([C:21]4[CH:22]=[N:23][CH:24]=[N:25][CH:26]=4)[CH:13]=3)[O:8][C:5]2=[N:6][CH:7]=1.[O:27]1[CH2:32][CH:31]=[C:30](B2OC(C)(C)C(C)(C)O2)[CH2:29][CH2:28]1.C(=O)([O-])[O-].[K+].[K+]. Given the product [O:27]1[CH2:28][CH:29]=[C:30]([C:2]2[CH:3]=[C:4]3[C@:15]4([CH2:19][O:18][C:17]([NH2:20])=[N:16]4)[C:14]4[C:9](=[CH:10][CH:11]=[C:12]([C:21]5[CH:22]=[N:23][CH:24]=[N:25][CH:26]=5)[CH:13]=4)[O:8][C:5]3=[N:6][CH:7]=2)[CH2:31][CH2:32]1, predict the reactants needed to synthesize it. (4) Given the product [OH:9][CH2:8][C@@H:7]1[CH2:6][NH:5][C:3](=[O:4])[CH2:2][O:10]1, predict the reactants needed to synthesize it. The reactants are: Cl[CH2:2][C:3]([NH:5][CH2:6][C@H:7]([OH:10])[CH2:8][OH:9])=[O:4].CC(C)([O-])C.[K+].CO.O. (5) The reactants are: [NH2:1][C:2]1[CH:3]=[C:4]([CH:9]=[C:10]([O:12][CH2:13][CH:14]2[CH2:16][CH2:15]2)[CH:11]=1)[C:5]([O:7][CH3:8])=[O:6].[CH3:17][S:18](Cl)(=[O:20])=[O:19]. Given the product [CH:14]1([CH2:13][O:12][C:10]2[CH:9]=[C:4]([CH:3]=[C:2]([NH:1][S:18]([CH3:17])(=[O:20])=[O:19])[CH:11]=2)[C:5]([O:7][CH3:8])=[O:6])[CH2:16][CH2:15]1, predict the reactants needed to synthesize it. (6) Given the product [Cl:8][C:6]1[CH:7]=[C:2]([C:19]2[CH:20]=[CH:21][C:16]([F:15])=[CH:17][CH:18]=2)[N:3]=[C:4]([N:9]2[CH2:13][CH2:12][CH2:11][C@@H:10]2[CH3:14])[N:5]=1, predict the reactants needed to synthesize it. The reactants are: Cl[C:2]1[CH:7]=[C:6]([Cl:8])[N:5]=[C:4]([N:9]2[CH2:13][CH2:12][CH2:11][C@@H:10]2[CH3:14])[N:3]=1.[F:15][C:16]1[CH:21]=[CH:20][C:19](B(O)O)=[CH:18][CH:17]=1.P([O-])([O-])([O-])=O.[K+].[K+].[K+]. (7) Given the product [ClH:13].[N:22]1[C:23]2[C:28](=[CH:27][CH:26]=[CH:25][CH:24]=2)[CH:19]=[N:20][CH:21]=1, predict the reactants needed to synthesize it. The reactants are: C(N(CC)CC)C.COCCBr.[Cl:13]C1C=CC(N[C:19]2[C:28]3[C:23](=[CH:24][C:25](OCCNC)=[C:26](OC)[CH:27]=3)[N:22]=[CH:21][N:20]=2)=C(F)C=1.